From a dataset of Retrosynthesis with 50K atom-mapped reactions and 10 reaction types from USPTO. Predict the reactants needed to synthesize the given product. The reactants are: BrCC1CC1.OCCOc1ccccc1O. Given the product OCCOc1ccccc1OCC1CC1, predict the reactants needed to synthesize it.